Task: Predict the reaction yield, written as a fraction of the theoretical maximum amount of product (1.0 means a 100% yield; for example, 0.34 means a 34% yield).. Dataset: Reaction yield outcomes from USPTO patents with 853,638 reactions (1) The reactants are C([O-])=O.[NH4+].[N:5]1[CH:10]=[CH:9][CH:8]=[C:7]([CH2:11][CH2:12][CH:13]2[CH2:18][N:17]([C:19]([O:21][C:22]([CH3:25])([CH3:24])[CH3:23])=[O:20])[CH2:16][CH2:15][N:14]2C(OCC2C=CC=CC=2)=O)[CH:6]=1. The catalyst is CCO.[OH-].[OH-].[Pd+2]. The product is [N:5]1[CH:10]=[CH:9][CH:8]=[C:7]([CH2:11][CH2:12][CH:13]2[NH:14][CH2:15][CH2:16][N:17]([C:19]([O:21][C:22]([CH3:25])([CH3:24])[CH3:23])=[O:20])[CH2:18]2)[CH:6]=1. The yield is 0.600. (2) The reactants are Cl[C:2]1[CH:7]=[C:6]([O:8][CH:9]([CH3:11])[CH3:10])[N:5]=[C:4]2[CH2:12][CH2:13][CH2:14][C:3]=12.[NH2:15][C:16]1[CH:21]=[CH:20][C:19]([CH2:22][C:23]([O:25][CH2:26][CH3:27])=[O:24])=[CH:18][CH:17]=1. No catalyst specified. The product is [CH:9]([O:8][C:6]1[N:5]=[C:4]2[CH2:12][CH2:13][CH2:14][C:3]2=[C:2]([NH:15][C:16]2[CH:17]=[CH:18][C:19]([CH2:22][C:23]([O:25][CH2:26][CH3:27])=[O:24])=[CH:20][CH:21]=2)[CH:7]=1)([CH3:11])[CH3:10]. The yield is 0.860. (3) The reactants are Cl[C:2]1[CH:3]=[CH:4][CH:5]=[C:6]2[C:10]=1[C:9](=[O:11])[CH:8]([CH2:12][CH:13]1[CH2:18][CH2:17][CH2:16][CH2:15][CH2:14]1)[CH2:7]2.[C:19]1(B(O)O)[C:28]2[C:23](=[CH:24][CH:25]=[CH:26][CH:27]=2)[CH:22]=[CH:21][CH:20]=1.C(=O)([O-])[O-].[Na+].[Na+].C(O)CO. The catalyst is O. The product is [C:19]1([C:2]2[CH:3]=[CH:4][CH:5]=[C:6]3[C:10]=2[C:9](=[O:11])[CH:8]([CH2:12][CH:13]2[CH2:14][CH2:15][CH2:16][CH2:17][CH2:18]2)[CH2:7]3)[C:28]2[C:23](=[CH:24][CH:25]=[CH:26][CH:27]=2)[CH:22]=[CH:21][CH:20]=1. The yield is 0.960. (4) The reactants are Cl[C:2]1[NH:7][C:6](=[O:8])[N:5]([CH:9]([CH3:11])[CH3:10])[C:4](=[O:12])[CH:3]=1.CN([C:16]1[C:21]2[C:22]([N:26](C)C)=[CH:23][CH:24]=[CH:25][C:20]=2[CH:19]=[CH:18][CH:17]=1)C.CN1[C:34](=[O:35])CCC1. No catalyst specified. The product is [CH:23]1([C@H:22]([NH:26][C:2]2[NH:7][C:6](=[O:8])[N:5]([CH:9]([CH3:11])[CH3:10])[C:4](=[O:12])[CH:3]=2)[C:21]2[CH:16]=[CH:17][CH:18]=[C:19]([O:35][CH3:34])[CH:20]=2)[CH2:24][CH2:25]1. The yield is 0.110. (5) The reactants are C([O:3][C:4]([C:6]1[N:7]=[C:8]([C:28]2[C:33]([Cl:34])=[CH:32][CH:31]=[CH:30][C:29]=2[Cl:35])[N:9]([C:11]2[CH:16]=[CH:15][C:14]([C:17]3[CH:22]=[CH:21][CH:20]=[C:19]([S:23]([CH3:26])(=[O:25])=[O:24])[CH:18]=3)=[CH:13][C:12]=2[Cl:27])[CH:10]=1)=[O:5])C.CO.[OH-].[Na+].Cl. The catalyst is CCOC(C)=O. The product is [Cl:27][C:12]1[CH:13]=[C:14]([C:17]2[CH:22]=[CH:21][CH:20]=[C:19]([S:23]([CH3:26])(=[O:24])=[O:25])[CH:18]=2)[CH:15]=[CH:16][C:11]=1[N:9]1[CH:10]=[C:6]([C:4]([OH:5])=[O:3])[N:7]=[C:8]1[C:28]1[C:29]([Cl:35])=[CH:30][CH:31]=[CH:32][C:33]=1[Cl:34]. The yield is 0.830. (6) The reactants are [N:1]1[N:2]=[C:3]([NH2:6])[NH:4][CH:5]=1.[C:7]([C:9]1[CH:14]=[CH:13][CH:12]=[CH:11][C:10]=1[C:15]1[CH:20]=[CH:19][C:18]([CH2:21][CH:22]([C:28](=O)[CH2:29][CH2:30][CH3:31])[C:23](OCC)=[O:24])=[CH:17][CH:16]=1)#[N:8]. The catalyst is ClC1C=CC(Cl)=CC=1Cl. The product is [O:24]=[C:23]1[C:22]([CH2:21][C:18]2[CH:19]=[CH:20][C:15]([C:10]3[C:9]([C:7]#[N:8])=[CH:14][CH:13]=[CH:12][CH:11]=3)=[CH:16][CH:17]=2)=[C:28]([CH2:29][CH2:30][CH3:31])[N:2]2[N:1]=[CH:5][N:4]=[C:3]2[NH:6]1. The yield is 0.380. (7) The reactants are C(O)(C(F)(F)F)=O.[NH2:8][C:9](=[O:44])[CH2:10][C:11]1[CH:43]=[CH:42][CH:41]=[CH:40][C:12]=1[CH2:13][CH2:14][C:15]1[C:20]([CH3:21])=[CH:19][N:18]=[C:17]([NH:22][C:23]2[CH:28]=[CH:27][C:26]([CH:29]3[CH2:32][N:31](C(OC(C)(C)C)=O)[CH2:30]3)=[CH:25][CH:24]=2)[N:16]=1. The catalyst is C(Cl)Cl. The product is [NH:31]1[CH2:32][CH:29]([C:26]2[CH:25]=[CH:24][C:23]([NH:22][C:17]3[N:16]=[C:15]([CH2:14][CH2:13][C:12]4[CH:40]=[CH:41][CH:42]=[CH:43][C:11]=4[CH2:10][C:9]([NH2:8])=[O:44])[C:20]([CH3:21])=[CH:19][N:18]=3)=[CH:28][CH:27]=2)[CH2:30]1. The yield is 0.100.